This data is from Retrosynthesis with 50K atom-mapped reactions and 10 reaction types from USPTO. The task is: Predict the reactants needed to synthesize the given product. (1) Given the product Cc1cc(C[C@@H](OC(=O)N2CCC(N3CCc4ccccc4NC3=O)CC2)C(=O)N2CCC(C3CCN(CC(=O)OCC(=O)N(C)C)CC3)CC2)cc(C)c1O, predict the reactants needed to synthesize it. The reactants are: CN(C)C(=O)CO.Cc1cc(C[C@@H](OC(=O)N2CCC(N3CCc4ccccc4NC3=O)CC2)C(=O)N2CCC(C3CCN(CC(=O)O)CC3)CC2)cc(C)c1O. (2) Given the product CC(C)CN1CC2(CC2)CC1C(=O)NC1CCCCC1, predict the reactants needed to synthesize it. The reactants are: CC(C)C=O.O=C(NC1CCCCC1)C1CC2(CC2)CN1. (3) Given the product Cc1cc(C)cc(CC(=O)NC(Cc2ccccc2)C(=O)O)c1, predict the reactants needed to synthesize it. The reactants are: COC(=O)C(Cc1ccccc1)NC(=O)Cc1cc(C)cc(C)c1.